Predict which catalyst facilitates the given reaction. From a dataset of Catalyst prediction with 721,799 reactions and 888 catalyst types from USPTO. (1) Reactant: [F:1][C:2]([F:19])([F:18])[C:3]1[CH:4]=[C:5]([O:9][C:10]2[CH:15]=[CH:14][CH:13]=[C:12]([C:16]#[N:17])[N:11]=2)[CH:6]=[CH:7][CH:8]=1.[H][H]. Product: [F:18][C:2]([F:1])([F:19])[C:3]1[CH:4]=[C:5]([O:9][C:10]2[CH:15]=[CH:14][CH:13]=[C:12]([CH2:16][NH2:17])[N:11]=2)[CH:6]=[CH:7][CH:8]=1. The catalyst class is: 15. (2) Reactant: Br[C:2]1[CH:7]=[CH:6][CH:5]=[C:4]([Cl:8])[C:3]=1[CH3:9].[B:10](OC(C)C)([O:15]C(C)C)[O:11]C(C)C. Product: [Cl:8][C:4]1[C:3]([CH3:9])=[C:2]([B:10]([OH:15])[OH:11])[CH:7]=[CH:6][CH:5]=1. The catalyst class is: 1. (3) Reactant: [C:1]([O:5][C:6]([NH:8][C@@H:9]1[C@@H:14]([C:15](OCC)=[O:16])[CH2:13][CH2:12][O:11][CH2:10]1)=[O:7])([CH3:4])([CH3:3])[CH3:2].[BH4-].[Na+].[Cl-].[Cl-].[Ca+2].Cl. Product: [OH:16][CH2:15][C@H:14]1[CH2:13][CH2:12][O:11][CH2:10][C@@H:9]1[NH:8][C:6](=[O:7])[O:5][C:1]([CH3:3])([CH3:2])[CH3:4]. The catalyst class is: 1. (4) Product: [CH2:24]([O:42][C:39](=[O:40])[C:4]1[CH:9]=[CH:10][C:11]([NH2:26])=[C:2]([NH2:1])[CH:3]=1)[CH3:15]. Reactant: [NH2:1][C:2]1[CH:3]=[C:4]([CH:9]=[CH:10][C:11]=1O)C(OC)=O.C([C:15]1[CH:24]=CC(C(OC)=O)=CC=1)=O.C(C1C(=O)C(Cl)=C(Cl)C(=O)C=1C#N)#[N:26].[C:39]([O-:42])(O)=[O:40].[Na+]. The catalyst class is: 5. (5) Reactant: [CH2:1]([O:3][C:4]1[CH:17]=[C:16]2[C:7]([C:8]([C:22]3[CH:27]=[CH:26][CH:25]=[C:24]([NH:28][C:29](=[O:33])[CH2:30][O:31][CH3:32])[CH:23]=3)=[N:9][CH:10]3[CH:15]2[CH2:14][CH:13]([O:18]C(=O)C)[CH2:12][CH2:11]3)=[CH:6][C:5]=1[O:34][CH3:35])[CH3:2].C(=O)([O-])[O-].[Cs+].[Cs+]. Product: [CH2:1]([O:3][C:4]1[CH:17]=[C:16]2[C:7]([C:8]([C:22]3[CH:23]=[C:24]([NH:28][C:29](=[O:33])[CH2:30][O:31][CH3:32])[CH:25]=[CH:26][CH:27]=3)=[N:9][CH:10]3[CH:15]2[CH2:14][CH:13]([OH:18])[CH2:12][CH2:11]3)=[CH:6][C:5]=1[O:34][CH3:35])[CH3:2]. The catalyst class is: 98. (6) Reactant: CO[C:3]([C:5]1[S:34][C:8]2[N:9]=[CH:10][N:11]=[C:12]([NH:13][C:14]3[CH:19]=[CH:18][C:17]([Cl:20])=[CH:16][C:15]=3[O:21][C@H:22]3[CH2:27][CH2:26][CH2:25][N:24](C(=O)C(F)(F)F)[CH2:23]3)[C:7]=2[C:6]=1[CH3:35])=[O:4].[NH3:36]. Product: [Cl:20][C:17]1[CH:18]=[CH:19][C:14]([NH:13][C:12]2[C:7]3[C:6]([CH3:35])=[C:5]([C:3]([NH2:36])=[O:4])[S:34][C:8]=3[N:9]=[CH:10][N:11]=2)=[C:15]([O:21][C@H:22]2[CH2:27][CH2:26][CH2:25][NH:24][CH2:23]2)[CH:16]=1. The catalyst class is: 5.